Predict the reactants needed to synthesize the given product. From a dataset of Full USPTO retrosynthesis dataset with 1.9M reactions from patents (1976-2016). (1) Given the product [F:17][C:13]1[CH:12]=[C:11]([NH:10][N:9]=[C:4]2[C:3]([CH2:2][N:1]3[CH2:40][CH2:39][O:38][CH2:37][CH2:36]3)=[N:7][N:6]=[C:5]2[NH2:8])[CH:16]=[CH:15][CH:14]=1, predict the reactants needed to synthesize it. The reactants are: [NH2:1][CH2:2][C:3]1[C:4](=[N:9][NH:10][C:11]2[CH:16]=[CH:15][CH:14]=[C:13]([F:17])[CH:12]=2)[C:5]([NH2:8])=[N:6][N:7]=1.C(N(CC)CC)C.S(O[CH2:36][CH2:37][O:38][CH2:39][CH2:40]OS(C1C=CC(C)=CC=1)(=O)=O)(C1C=CC(C)=CC=1)(=O)=O.C(OCC)(=O)C. (2) Given the product [Br:11][C:12]1[CH:13]=[CH:14][C:15]([CH2:18][C:19]([C:25]2[CH:30]=[CH:29][C:28]([Cl:31])=[CH:27][C:26]=2[Cl:32])=[O:21])=[CH:16][CH:17]=1, predict the reactants needed to synthesize it. The reactants are: [Na].C[Si](C)(C)N[Si](C)(C)C.[Br:11][C:12]1[CH:17]=[CH:16][C:15]([CH2:18][C:19]([OH:21])=O)=[CH:14][CH:13]=1.COC(=O)[C:25]1[CH:30]=[CH:29][C:28]([Cl:31])=[CH:27][C:26]=1[Cl:32].Cl. (3) Given the product [CH2:15]([CH2:22][NH:23][CH:11]1[CH2:12][CH2:13][N:8]([C:6]([O:5][C:1]([CH3:4])([CH3:3])[CH3:2])=[O:7])[CH2:9][CH2:10]1)[C:16]1[CH:21]=[CH:20][CH:19]=[CH:18][CH:17]=1, predict the reactants needed to synthesize it. The reactants are: [C:1]([O:5][C:6]([N:8]1[CH2:13][CH2:12][C:11](=O)[CH2:10][CH2:9]1)=[O:7])([CH3:4])([CH3:3])[CH3:2].[CH2:15]([CH2:22][NH2:23])[C:16]1[CH:21]=[CH:20][CH:19]=[CH:18][CH:17]=1.C(O[BH-](OC(=O)C)OC(=O)C)(=O)C.[Na+].[OH-].[Na+]. (4) Given the product [CH3:13][O:12][C:3]1[CH:4]=[C:5]2[C:9](=[CH:10][C:2]=1[O:1][CH2:22][CH2:23][O:24][CH3:25])[C:8](=[O:11])[CH2:7][CH2:6]2, predict the reactants needed to synthesize it. The reactants are: [OH:1][C:2]1[CH:10]=[C:9]2[C:5]([CH2:6][CH2:7][C:8]2=[O:11])=[CH:4][C:3]=1[O:12][CH3:13].C([O-])([O-])=O.[K+].[K+].BrC[CH2:22][CH2:23][O:24][CH3:25]. (5) Given the product [N:12]1[CH:13]=[CH:14][CH:15]=[CH:16][C:11]=1[CH2:10][C:8]1[CH:7]=[CH:6][C:5]2[O:1][C:2]([B:22]([OH:27])[OH:23])=[CH:3][C:4]=2[CH:9]=1, predict the reactants needed to synthesize it. The reactants are: [O:1]1[C:5]2[CH:6]=[CH:7][C:8]([CH2:10][C:11]3[CH:16]=[CH:15][CH:14]=[CH:13][N:12]=3)=[CH:9][C:4]=2[CH:3]=[CH:2]1.[Li]CCCC.[B:22](OC(C)C)([O:27]C(C)C)[O:23]C(C)C. (6) Given the product [CH:1]([N:5]1[C:9](=[O:10])[N:8]([C:11]2[CH:16]=[CH:15][C:14]([N:17]3[CH2:18][CH2:19][N:20]([C:23]4[CH:24]=[CH:25][C:26]([OH:29])=[CH:27][CH:28]=4)[CH2:21][CH2:22]3)=[C:13]([F:31])[CH:12]=2)[CH:7]=[N:6]1)([CH2:3][CH3:4])[CH3:2], predict the reactants needed to synthesize it. The reactants are: [CH:1]([N:5]1[C:9](=[O:10])[N:8]([C:11]2[CH:16]=[CH:15][C:14]([N:17]3[CH2:22][CH2:21][N:20]([C:23]4[CH:28]=[CH:27][C:26]([O:29]C)=[CH:25][CH:24]=4)[CH2:19][CH2:18]3)=[C:13]([F:31])[CH:12]=2)[CH:7]=[N:6]1)([CH2:3][CH3:4])[CH3:2].Br.C([O-])([O-])=O.[Na+].[Na+].